Dataset: CYP1A2 inhibition data for predicting drug metabolism from PubChem BioAssay. Task: Regression/Classification. Given a drug SMILES string, predict its absorption, distribution, metabolism, or excretion properties. Task type varies by dataset: regression for continuous measurements (e.g., permeability, clearance, half-life) or binary classification for categorical outcomes (e.g., BBB penetration, CYP inhibition). Dataset: cyp1a2_veith. (1) The compound is COc1ccc(CCNC(=O)c2ccc3c(=O)n(Cc4ccco4)c(=S)[nH]c3c2)cc1OC. The result is 1 (inhibitor). (2) The compound is OC1(c2ccc(OC(F)F)cc2)CSC(=Nc2cccnc2)N1C1CC1. The result is 1 (inhibitor). (3) The molecule is Nc1nccc(Nc2ccc(S(N)(=O)=O)cc2)n1. The result is 0 (non-inhibitor).